From a dataset of NCI-60 drug combinations with 297,098 pairs across 59 cell lines. Regression. Given two drug SMILES strings and cell line genomic features, predict the synergy score measuring deviation from expected non-interaction effect. (1) Drug 1: C1=C(C(=O)NC(=O)N1)N(CCCl)CCCl. Drug 2: C1CC(C1)(C(=O)O)C(=O)O.[NH2-].[NH2-].[Pt+2]. Cell line: RXF 393. Synergy scores: CSS=47.2, Synergy_ZIP=-5.68, Synergy_Bliss=-4.36, Synergy_Loewe=-6.38, Synergy_HSA=-0.852. (2) Drug 1: CC1C(C(CC(O1)OC2CC(CC3=C2C(=C4C(=C3O)C(=O)C5=C(C4=O)C(=CC=C5)OC)O)(C(=O)C)O)N)O.Cl. Drug 2: CC12CCC3C(C1CCC2O)C(CC4=C3C=CC(=C4)O)CCCCCCCCCS(=O)CCCC(C(F)(F)F)(F)F. Cell line: 786-0. Synergy scores: CSS=17.1, Synergy_ZIP=-4.52, Synergy_Bliss=-6.97, Synergy_Loewe=-24.4, Synergy_HSA=-8.04. (3) Drug 1: C1=CN(C(=O)N=C1N)C2C(C(C(O2)CO)O)O.Cl. Drug 2: C1CNP(=O)(OC1)N(CCCl)CCCl. Cell line: BT-549. Synergy scores: CSS=21.6, Synergy_ZIP=2.85, Synergy_Bliss=3.14, Synergy_Loewe=-14.3, Synergy_HSA=3.60. (4) Drug 1: CCC1(CC2CC(C3=C(CCN(C2)C1)C4=CC=CC=C4N3)(C5=C(C=C6C(=C5)C78CCN9C7C(C=CC9)(C(C(C8N6C=O)(C(=O)OC)O)OC(=O)C)CC)OC)C(=O)OC)O.OS(=O)(=O)O. Drug 2: CC1CCCC2(C(O2)CC(NC(=O)CC(C(C(=O)C(C1O)C)(C)C)O)C(=CC3=CSC(=N3)C)C)C. Cell line: HOP-62. Synergy scores: CSS=36.8, Synergy_ZIP=-2.47, Synergy_Bliss=-4.69, Synergy_Loewe=3.01, Synergy_HSA=1.01. (5) Drug 1: C(=O)(N)NO. Drug 2: CC1CCCC2(C(O2)CC(NC(=O)CC(C(C(=O)C(C1O)C)(C)C)O)C(=CC3=CSC(=N3)C)C)C. Cell line: SK-MEL-5. Synergy scores: CSS=49.4, Synergy_ZIP=3.87, Synergy_Bliss=4.62, Synergy_Loewe=-8.80, Synergy_HSA=4.04. (6) Drug 1: CC1=CC=C(C=C1)C2=CC(=NN2C3=CC=C(C=C3)S(=O)(=O)N)C(F)(F)F. Drug 2: CC1=C(C=C(C=C1)NC(=O)C2=CC=C(C=C2)CN3CCN(CC3)C)NC4=NC=CC(=N4)C5=CN=CC=C5. Cell line: BT-549. Synergy scores: CSS=-2.50, Synergy_ZIP=0.878, Synergy_Bliss=-2.35, Synergy_Loewe=-1.44, Synergy_HSA=-4.12. (7) Drug 1: C1=CC(=CC=C1CCC2=CNC3=C2C(=O)NC(=N3)N)C(=O)NC(CCC(=O)O)C(=O)O. Drug 2: CCC1=C2CN3C(=CC4=C(C3=O)COC(=O)C4(CC)O)C2=NC5=C1C=C(C=C5)O. Cell line: EKVX. Synergy scores: CSS=13.6, Synergy_ZIP=3.35, Synergy_Bliss=6.02, Synergy_Loewe=0.807, Synergy_HSA=4.33.